From a dataset of Reaction yield outcomes from USPTO patents with 853,638 reactions. Predict the reaction yield, written as a fraction of the theoretical maximum amount of product (1.0 means a 100% yield; for example, 0.34 means a 34% yield). (1) The reactants are [CH3:1][C:2]1[NH:6][CH:5]=[N:4][C:3]=1[C:7]([C:9]1[C:18]2[C:13](=[CH:14][CH:15]=[CH:16][CH:17]=2)[CH:12]=[CH:11][CH:10]=1)=[CH2:8]. The catalyst is C(O)C.[Pd]. The product is [CH3:1][C:2]1[NH:6][CH:5]=[N:4][C:3]=1[CH:7]([C:9]1[C:18]2[C:13](=[CH:14][CH:15]=[CH:16][CH:17]=2)[CH:12]=[CH:11][CH:10]=1)[CH3:8]. The yield is 0.730. (2) The reactants are [Cl:1][C:2]1[CH:3]=[CH:4][C:5]([N:44]2[CH:48]=[C:47]([C:49]([F:52])([F:51])[F:50])[N:46]=[N:45]2)=[C:6]([C:8]2[N:9]=[CH:10][N:11]([C@@H:15]3[C:31]4[CH:32]=[C:27]([CH:28]=[CH:29][N:30]=4)[C:26]4[C:22](=[CH:23][N:24]([C:33]5[C:38]([F:39])=[CH:37][N:36]=[C:35]([O:40]C)[CH:34]=5)[N:25]=4)[NH:21][C:20](=[O:42])[C@H:19]([CH3:43])[CH2:18][CH2:17][CH2:16]3)[C:12](=[O:14])[CH:13]=2)[CH:7]=1.Cl. The catalyst is C1COCC1. The product is [Cl:1][C:2]1[CH:3]=[CH:4][C:5]([N:44]2[CH:48]=[C:47]([C:49]([F:51])([F:50])[F:52])[N:46]=[N:45]2)=[C:6]([C:8]2[N:9]=[CH:10][N:11]([C@@H:15]3[C:31]4[CH:32]=[C:27]([CH:28]=[CH:29][N:30]=4)[C:26]4[C:22](=[CH:23][N:24]([C:33]5[C:38]([F:39])=[CH:37][N:36]=[C:35]([OH:40])[CH:34]=5)[N:25]=4)[NH:21][C:20](=[O:42])[C@H:19]([CH3:43])[CH2:18][CH2:17][CH2:16]3)[C:12](=[O:14])[CH:13]=2)[CH:7]=1. The yield is 0.260. (3) The reactants are [CH:1]1([CH2:6][CH:7]([N:11]2[C:19]3[C:14](=[CH:15][C:16]([O:20][CH3:21])=[CH:17][CH:18]=3)[C:13](=[O:22])[C:12]2=[O:23])[C:8](O)=[O:9])[CH2:5][CH2:4][CH2:3][CH2:2]1.[N:24]1[CH:29]=[CH:28][CH:27]=[CH:26][C:25]=1[NH2:30].C(N(CC)C(C)C)(C)C.F[P-](F)(F)(F)(F)F.N1(O[P+](N(C)C)(N(C)C)N(C)C)C2C=CC=CC=2N=N1. The catalyst is CN(C)C=O.C(OCC)(=O)C. The product is [CH:1]1([CH2:6][CH:7]([N:11]2[C:19]3[C:14](=[CH:15][C:16]([O:20][CH3:21])=[CH:17][CH:18]=3)[C:13](=[O:22])[C:12]2=[O:23])[C:8]([NH:30][C:25]2[CH:26]=[CH:27][CH:28]=[CH:29][N:24]=2)=[O:9])[CH2:2][CH2:3][CH2:4][CH2:5]1. The yield is 0.320. (4) The product is [F:24][C:2]([F:1])([F:23])[O:3][C:4]1[CH:5]=[C:6]2[C:11](=[CH:12][CH:13]=1)[NH:10][CH:9]([C:14]([F:15])([F:16])[F:17])[C:8]([C:18]([OH:20])=[O:19])=[CH:7]2. The yield is 0.890. The reactants are [F:1][C:2]([F:24])([F:23])[O:3][C:4]1[CH:5]=[C:6]2[C:11](=[CH:12][CH:13]=1)[NH:10][CH:9]([C:14]([F:17])([F:16])[F:15])[C:8]([C:18]([O:20]CC)=[O:19])=[CH:7]2.[OH-].[Na+]. The catalyst is CO.O. (5) The reactants are Cl.[NH2:2]O.C(O[CH:7]1[CH:16](C)[CH2:15][C:14]2[CH2:13][CH2:12][C:11]3[CH:18]=[CH:19][CH:20]=[CH:21][C:10]=3[C:9]=2O1)C. The catalyst is C(#N)C. The product is [N:2]1[C:9]2[C:10]3[CH:21]=[CH:20][CH:19]=[CH:18][C:11]=3[CH2:12][CH2:13][C:14]=2[CH:15]=[CH:16][CH:7]=1. The yield is 0.450. (6) The reactants are [CH3:1][C:2]1[CH:7]=[C:6]([S:8][C:9]#[N:10])[C:5]([CH3:11])=[CH:4][C:3]=1[OH:12].C(=O)([O-])[O-].[Cs+].[Cs+].[CH3:19][O:20][C:21](=[O:26])[C:22](Br)([CH3:24])[CH3:23]. The catalyst is C(#N)C. The product is [CH3:19][O:20][C:21](=[O:26])[C:22]([O:12][C:3]1[CH:4]=[C:5]([CH3:11])[C:6]([S:8][C:9]#[N:10])=[CH:7][C:2]=1[CH3:1])([CH3:24])[CH3:23]. The yield is 0.430. (7) The reactants are [CH2:1]([O:8][N:9]1[C:15](=[O:16])[N:14]2[CH2:17][C@H:10]1[CH2:11][CH2:12][C@H:13]2[C:18]([OH:20])=O)[C:2]1[CH:7]=[CH:6][CH:5]=[CH:4][CH:3]=1.[NH2:21][O:22][CH2:23][CH:24]1[CH2:29][CH2:28][CH2:27][CH2:26][N:25]1[C:30]([O:32][C:33]([CH3:36])([CH3:35])[CH3:34])=[O:31].ON1C2C=CC=CC=2N=N1.Cl.C(N=C=NCCCN(C)C)C. The catalyst is C(Cl)Cl. The product is [CH2:1]([O:8][N:9]1[C:15](=[O:16])[N:14]2[CH2:17][C@H:10]1[CH2:11][CH2:12][C@H:13]2[C:18]([NH:21][O:22][CH2:23][CH:24]1[CH2:29][CH2:28][CH2:27][CH2:26][N:25]1[C:30]([O:32][C:33]([CH3:36])([CH3:35])[CH3:34])=[O:31])=[O:20])[C:2]1[CH:3]=[CH:4][CH:5]=[CH:6][CH:7]=1. The yield is 0.910. (8) The reactants are [CH2:1]([C:3]1[CH:4]=[C:5]([CH:33]2[CH2:38][CH2:37][N:36]([C:39]([O:41][C:42]([CH3:45])([CH3:44])[CH3:43])=[O:40])[CH2:35][CH2:34]2)[CH:6]=[CH:7][C:8]=1[NH:9][C:10]1[N:15]=[C:14]([C:16]#[C:17][C:18]2[CH:23]=[CH:22][CH:21]=[CH:20][C:19]=2[CH2:24][C:25]([O:27][CH3:28])=[O:26])[C:13]([C:29]([F:32])([F:31])[F:30])=[CH:12][N:11]=1)[CH3:2]. The catalyst is C(O)C.[Pd]. The product is [CH2:1]([C:3]1[CH:4]=[C:5]([CH:33]2[CH2:34][CH2:35][N:36]([C:39]([O:41][C:42]([CH3:43])([CH3:45])[CH3:44])=[O:40])[CH2:37][CH2:38]2)[CH:6]=[CH:7][C:8]=1[NH:9][C:10]1[N:15]=[C:14]([CH2:16][CH2:17][C:18]2[CH:23]=[CH:22][CH:21]=[CH:20][C:19]=2[CH2:24][C:25]([O:27][CH3:28])=[O:26])[C:13]([C:29]([F:32])([F:31])[F:30])=[CH:12][N:11]=1)[CH3:2]. The yield is 0.570.